This data is from Full USPTO retrosynthesis dataset with 1.9M reactions from patents (1976-2016). The task is: Predict the reactants needed to synthesize the given product. (1) Given the product [F:1][C:2]1[CH:3]=[CH:4][C:5]([CH2:6][N:7]2[C:19](=[O:20])[C:18]3[C:17]([OH:21])=[C:16]4[C:11]([CH:12]=[CH:13][CH:14]=[N:15]4)=[C:10]([O:25][CH3:26])[C:9]=3[C:8]2=[O:27])=[CH:28][CH:29]=1, predict the reactants needed to synthesize it. The reactants are: [F:1][C:2]1[CH:29]=[CH:28][C:5]([CH2:6][N:7]2[C:19](=[O:20])[C:18]3[C:17]([O:21]COC)=[C:16]4[C:11]([CH:12]=[CH:13][CH:14]=[N:15]4)=[C:10]([O:25][CH3:26])[C:9]=3[C:8]2=[O:27])=[CH:4][CH:3]=1. (2) Given the product [CH2:8]([O:7][C:5](=[O:6])[C:4]#[C:3][C:2]([F:30])([F:31])[F:1])[CH3:9], predict the reactants needed to synthesize it. The reactants are: [F:1][C:2]([F:31])([F:30])[C:3](=O)[C:4](=P(C1C=CC=CC=1)(C1C=CC=CC=1)C1C=CC=CC=1)[C:5]([O:7][CH2:8][CH3:9])=[O:6].C(=O)([O-])[O-].[K+].[K+]. (3) Given the product [C:12]1([C:7]2[CH:6]=[C:5]([C:18]([OH:20])=[O:19])[C:4]3[C:9](=[CH:10][CH:11]=[C:2]([NH:1][C:23](=[O:24])[CH2:22][CH3:21])[CH:3]=3)[N:8]=2)[CH:17]=[CH:16][CH:15]=[CH:14][CH:13]=1, predict the reactants needed to synthesize it. The reactants are: [NH2:1][C:2]1[CH:3]=[C:4]2[C:9](=[CH:10][CH:11]=1)[N:8]=[C:7]([C:12]1[CH:17]=[CH:16][CH:15]=[CH:14][CH:13]=1)[CH:6]=[C:5]2[C:18]([OH:20])=[O:19].[CH2:21]1C[O:24][CH2:23][CH2:22]1.C(Cl)(=O)CC. (4) Given the product [CH:1]1([C:4]2[NH:5][C:6]3[C:11]([CH:12]=2)=[CH:10][C:9]([NH2:13])=[CH:8][CH:7]=3)[CH2:3][CH2:2]1, predict the reactants needed to synthesize it. The reactants are: [CH:1]1([C:4]2[NH:5][C:6]3[C:11]([CH:12]=2)=[CH:10][C:9]([N+:13]([O-])=O)=[CH:8][CH:7]=3)[CH2:3][CH2:2]1. (5) Given the product [Br:9][CH2:10][CH2:11][CH2:12][CH2:13][CH2:14][CH2:15][CH2:16][CH2:17][CH2:18][CH2:19][O:20][C:21]1[CH:22]=[CH:23][C:24]([C:25]([OH:2])=[O:26])=[CH:27][CH:28]=1, predict the reactants needed to synthesize it. The reactants are: C1(C=CC=C(O)C=1)[OH:2].[Br:9][CH2:10][CH2:11][CH2:12][CH2:13][CH2:14][CH2:15][CH2:16][CH2:17][CH2:18][CH2:19][O:20][C:21]1[CH:28]=[CH:27][C:24]([CH:25]=[O:26])=[CH:23][CH:22]=1.[O-]Cl=O.[Na+]. (6) Given the product [CH3:1][O:2][C:3]1[CH:4]=[C:5]([CH2:9][CH2:10][CH2:11][CH2:12][CH2:13][CH2:14][C:15]([O:17][CH3:19])=[O:16])[CH:6]=[CH:7][CH:8]=1, predict the reactants needed to synthesize it. The reactants are: [CH3:1][O:2][C:3]1[CH:4]=[C:5]([CH2:9][CH2:10][CH2:11][CH2:12][CH2:13][CH2:14][C:15]([OH:17])=[O:16])[CH:6]=[CH:7][CH:8]=1.[Si](C=[N+]=[N-])(C)(C)[CH3:19]. (7) Given the product [CH3:12][CH:13]([CH3:15])[CH2:14][C:5]1[CH:4]=[CH:3][C:2]([Br:1])=[CH:9][C:6]=1[C:7]#[N:8], predict the reactants needed to synthesize it. The reactants are: [Br:1][C:2]1[CH:3]=[CH:4][C:5](I)=[C:6]([CH:9]=1)[C:7]#[N:8].[Br-].[CH2:12]([Zn+])[CH:13]([CH3:15])[CH3:14]. (8) Given the product [CH:1]([N:14]1[CH2:19][CH2:18][N:17]([C:27]2[C:21]([F:20])=[CH:22][C:23]([N+:29]([O-:31])=[O:30])=[C:24]([NH2:25])[CH:26]=2)[CH2:16][CH2:15]1)([C:8]1[CH:13]=[CH:12][CH:11]=[CH:10][CH:9]=1)[C:2]1[CH:7]=[CH:6][CH:5]=[CH:4][CH:3]=1, predict the reactants needed to synthesize it. The reactants are: [CH:1]([N:14]1[CH2:19][CH2:18][NH:17][CH2:16][CH2:15]1)([C:8]1[CH:13]=[CH:12][CH:11]=[CH:10][CH:9]=1)[C:2]1[CH:7]=[CH:6][CH:5]=[CH:4][CH:3]=1.[F:20][C:21]1[C:27](F)=[CH:26][C:24]([NH2:25])=[C:23]([N+:29]([O-:31])=[O:30])[CH:22]=1.C(=O)([O-])[O-].[K+].[K+].